Dataset: Catalyst prediction with 721,799 reactions and 888 catalyst types from USPTO. Task: Predict which catalyst facilitates the given reaction. (1) Reactant: [NH:1]1[CH:5]=[CH:4][CH:3]=[N:2]1.[H-].[Na+].Br[CH2:9][CH2:10][CH2:11][NH:12][C:13](=[O:19])[O:14][C:15]([CH3:18])([CH3:17])[CH3:16].O. Product: [N:1]1([CH2:9][CH2:10][CH2:11][NH:12][C:13](=[O:19])[O:14][C:15]([CH3:18])([CH3:17])[CH3:16])[CH:5]=[CH:4][CH:3]=[N:2]1. The catalyst class is: 7. (2) Reactant: [F:1][C:2]([F:23])([F:22])[C:3]1[CH:4]=[C:5]([NH:9][C:10]2[NH:11][C:12]([C:15]3[CH:20]=[CH:19][C:18]([OH:21])=[CH:17][CH:16]=3)=[N:13][N:14]=2)[CH:6]=[CH:7][CH:8]=1.C([O-])([O-])=O.[Cs+].[Cs+].Cl[C:31]1[CH:36]=[C:35]([NH2:37])[N:34]=[C:33]([NH2:38])[N:32]=1.CO. Product: [F:23][C:2]([F:22])([F:1])[C:3]1[CH:4]=[C:5]([NH:9][C:10]2[NH:11][C:12]([C:15]3[CH:20]=[CH:19][C:18]([O:21][C:31]4[N:32]=[C:33]([NH2:38])[N:34]=[C:35]([NH2:37])[CH:36]=4)=[CH:17][CH:16]=3)=[N:13][N:14]=2)[CH:6]=[CH:7][CH:8]=1. The catalyst class is: 12. (3) Reactant: C[O:2][C:3]([C:5]1[CH:6]=[CH:7][C:8]2[C:9](=[O:21])[C:10]3[C:15]([O:16][C:17]=2[CH:18]=1)=[C:14]([O:19][CH3:20])[CH:13]=[CH:12][CH:11]=3)=[O:4].[OH-].[Na+]. Product: [CH3:20][O:19][C:14]1[CH:13]=[CH:12][CH:11]=[C:10]2[C:15]=1[O:16][C:17]1[CH:18]=[C:5]([C:3]([OH:4])=[O:2])[CH:6]=[CH:7][C:8]=1[C:9]2=[O:21]. The catalyst class is: 5. (4) Reactant: [CH3:1][O:2][C:3]1[CH:8]=[CH:7][C:6]([NH:9][C:10]2[N:11]=[N:12][C:13]([CH:16]([NH:18][C:19]([C:21]3[CH:25]=[CH:24][O:23][CH:22]=3)=O)[CH3:17])=[CH:14][N:15]=2)=[CH:5][CH:4]=1.P(Cl)(Cl)(Cl)=O. Product: [O:23]1[CH:24]=[CH:25][C:21]([C:19]2[N:12]3[C:13]([CH:14]=[N:15][C:10]([NH:9][C:6]4[CH:7]=[CH:8][C:3]([O:2][CH3:1])=[CH:4][CH:5]=4)=[N:11]3)=[C:16]([CH3:17])[N:18]=2)=[CH:22]1. The catalyst class is: 26. (5) Reactant: [H-].[Na+].[CH2:3]([O:5][C:6](=[O:25])[C:7](CC)(CC)[C:8]([CH2:19][CH3:20])([C:17]#[N:18])P(OCC)(OCC)=O)[CH3:4].[F:26][C:27]1[CH:28]=[C:29]([N:40]2[CH2:44][C@H:43]([CH2:45][NH:46][C:47](=[O:49])[CH3:48])[O:42][C:41]2=[O:50])[CH:30]=[CH:31][C:32]=1[N:33]1[CH2:38]CC(=O)[CH2:35][CH2:34]1.O. Product: [F:26][C:27]1[CH:28]=[C:29]([N:40]2[CH2:44][C@H:43]([CH2:45][NH:46][C:47](=[O:49])[CH3:48])[O:42][C:41]2=[O:50])[CH:30]=[CH:31][C:32]=1[N:33]1[CH2:38][CH2:20][C:19](=[C:8]([C:17]#[N:18])[CH2:7][C:6]([O:5][CH2:3][CH3:4])=[O:25])[CH2:35][CH2:34]1. The catalyst class is: 7. (6) Reactant: [CH3:1][NH:2][C@H:3]([C:21](O)=[O:22])[C:4]([CH3:20])([CH3:19])[C:5]1[CH:10]=[C:9]([C:11]([F:14])([F:13])[F:12])[CH:8]=[C:7]([C:15]([F:18])([F:17])[F:16])[CH:6]=1.F[P-](F)(F)(F)(F)F.N1(O[P+](N2CCCC2)(N2CCCC2)N2CCCC2)C2C=CC=CC=2N=N1.C(N(C(C)C)CC)(C)C.Cl.[CH3:67]/[C:68](=[CH:74]\[C@@H:75]([N:79]([CH3:88])[C:80](=[O:87])[C@H:81]([C:83]([CH3:86])([CH3:85])[CH3:84])[NH2:82])[CH:76]([CH3:78])[CH3:77])/[C:69]([O:71][CH2:72][CH3:73])=[O:70]. Product: [CH3:1][NH:2][C@H:3]([C:21]([NH:82][C@H:81]([C:80]([N:79]([C@@H:75]([CH:76]([CH3:77])[CH3:78])/[CH:74]=[C:68](\[CH3:67])/[C:69]([O:71][CH2:72][CH3:73])=[O:70])[CH3:88])=[O:87])[C:83]([CH3:85])([CH3:86])[CH3:84])=[O:22])[C:4]([CH3:19])([CH3:20])[C:5]1[CH:6]=[C:7]([C:15]([F:18])([F:17])[F:16])[CH:8]=[C:9]([C:11]([F:13])([F:14])[F:12])[CH:10]=1. The catalyst class is: 96. (7) Reactant: [CH3:1][N:2]1[C:7](=[O:8])[CH2:6][O:5][C:4]2[N:9]=[C:10]([C:19]3[CH:33]=[CH:32][C:22]([CH2:23][NH:24]C(=O)OC(C)(C)C)=[CH:21][CH:20]=3)[C:11]([C:13]3[CH:18]=[CH:17][CH:16]=[CH:15][CH:14]=3)=[CH:12][C:3]1=2. Product: [NH2:24][CH2:23][C:22]1[CH:21]=[CH:20][C:19]([C:10]2[C:11]([C:13]3[CH:14]=[CH:15][CH:16]=[CH:17][CH:18]=3)=[CH:12][C:3]3[N:2]([CH3:1])[C:7](=[O:8])[CH2:6][O:5][C:4]=3[N:9]=2)=[CH:33][CH:32]=1. The catalyst class is: 67.